The task is: Regression. Given a peptide amino acid sequence and an MHC pseudo amino acid sequence, predict their binding affinity value. This is MHC class II binding data.. This data is from Peptide-MHC class II binding affinity with 134,281 pairs from IEDB. The peptide sequence is VRVPVPQLQPQNPSQ. The MHC is HLA-DQA10401-DQB10402 with pseudo-sequence HLA-DQA10401-DQB10402. The binding affinity (normalized) is 0.216.